The task is: Predict the reaction yield, written as a fraction of the theoretical maximum amount of product (1.0 means a 100% yield; for example, 0.34 means a 34% yield).. This data is from Reaction yield outcomes from USPTO patents with 853,638 reactions. The reactants are [C:1]([N:4]1[CH2:9][CH2:8][N:7]([CH2:10][C:11]2[CH:28]=[CH:27][C:14]([O:15][CH:16]3[CH2:19][N:18](C(OC(C)(C)C)=O)[CH2:17]3)=[CH:13][CH:12]=2)[CH2:6][CH2:5]1)(=[O:3])[CH3:2].Cl. The catalyst is CO. The product is [NH:18]1[CH2:17][CH:16]([O:15][C:14]2[CH:27]=[CH:28][C:11]([CH2:10][N:7]3[CH2:6][CH2:5][N:4]([C:1](=[O:3])[CH3:2])[CH2:9][CH2:8]3)=[CH:12][CH:13]=2)[CH2:19]1. The yield is 0.710.